Dataset: Catalyst prediction with 721,799 reactions and 888 catalyst types from USPTO. Task: Predict which catalyst facilitates the given reaction. (1) Reactant: [NH2:1][C:2]1[CH:3]=[C:4]([CH:10]=[CH:11][C:12]=1[N:13]1[CH:17]=[CH:16][CH:15]=[CH:14]1)[C:5]([O:7][CH2:8][CH3:9])=[O:6].Cl[C:19](Cl)([O:21]C(=O)OC(Cl)(Cl)Cl)Cl.O. Product: [O:21]=[C:19]1[NH:1][C:2]2[C:12](=[CH:11][CH:10]=[C:4]([C:5]([O:7][CH2:8][CH3:9])=[O:6])[CH:3]=2)[N:13]2[CH:17]=[CH:16][CH:15]=[C:14]12. The catalyst class is: 11. (2) The catalyst class is: 349. Reactant: [CH2:1]([O:3][C:4](=[O:26])[C@@H:5]([NH:18][C:19]([O:21][C:22]([CH3:25])([CH3:24])[CH3:23])=[O:20])[CH2:6][CH2:7][C:8]([O:10]CC1C=CC=CC=1)=[O:9])[CH3:2]. Product: [CH2:1]([O:3][C:4](=[O:26])[C@@H:5]([NH:18][C:19]([O:21][C:22]([CH3:25])([CH3:24])[CH3:23])=[O:20])[CH2:6][CH2:7][C:8]([OH:10])=[O:9])[CH3:2]. (3) Reactant: C(OC([N:8]1[CH2:13][CH2:12][N:11]([C:14]2[C:23]3[CH2:22][CH2:21][CH2:20][C:19]4[CH:24]=[C:25]([N:28]5[CH2:32][C@H:31]([CH2:33][NH:34][C:35](=[O:37])[CH3:36])[O:30][C:29]5=[O:38])[CH:26]=[CH:27][C:18]=4[C:17]=3[NH:16][N:15]=2)[CH2:10][CH2:9]1)=O)(C)(C)C.CO.C(Cl)(=O)C. Product: [O:38]=[C:29]1[N:28]([C:25]2[CH:26]=[CH:27][C:18]3[C:17]4[NH:16][N:15]=[C:14]([N:11]5[CH2:10][CH2:9][NH:8][CH2:13][CH2:12]5)[C:23]=4[CH2:22][CH2:21][CH2:20][C:19]=3[CH:24]=2)[CH2:32][C@H:31]([CH2:33][NH:34][C:35](=[O:37])[CH3:36])[O:30]1. The catalyst class is: 13. (4) Reactant: [CH:1]1([C:7](Cl)=[O:8])[CH2:6][CH2:5][CH2:4][CH2:3][CH2:2]1.[N:10]1([CH2:16][CH2:17][CH2:18][O:19][C:20]2[CH:25]=[CH:24][C:23]([N:26]3[CH2:31][CH2:30][NH:29][CH2:28][CH2:27]3)=[CH:22][CH:21]=2)[CH2:15][CH2:14][CH2:13][CH2:12][CH2:11]1.C(N(CC)CC)C. Product: [CH:1]1([C:7]([N:29]2[CH2:30][CH2:31][N:26]([C:23]3[CH:22]=[CH:21][C:20]([O:19][CH2:18][CH2:17][CH2:16][N:10]4[CH2:11][CH2:12][CH2:13][CH2:14][CH2:15]4)=[CH:25][CH:24]=3)[CH2:27][CH2:28]2)=[O:8])[CH2:6][CH2:5][CH2:4][CH2:3][CH2:2]1. The catalyst class is: 4. (5) Reactant: C([O:5][C:6]([C:8]1([CH2:12][NH:13][C:14]([C:16]2[N:17]=[C:18]([C:34]#[N:35])[C:19]3[C:24]([C:25]=2[OH:26])=[CH:23][CH:22]=[C:21]([S:27][C:28]2[CH:33]=[CH:32][CH:31]=[CH:30][CH:29]=2)[CH:20]=3)=[O:15])[CH2:11][CH2:10][CH2:9]1)=[O:7])(C)(C)C.C(O)(C(F)(F)F)=O. Product: [C:34]([C:18]1[C:19]2[C:24](=[CH:23][CH:22]=[C:21]([S:27][C:28]3[CH:29]=[CH:30][CH:31]=[CH:32][CH:33]=3)[CH:20]=2)[C:25]([OH:26])=[C:16]([C:14]([NH:13][CH2:12][C:8]2([C:6]([OH:7])=[O:5])[CH2:9][CH2:10][CH2:11]2)=[O:15])[N:17]=1)#[N:35]. The catalyst class is: 2. (6) Product: [CH3:11][N:13]([CH3:14])[C:8]([C:4]1[CH:3]=[C:2]([Cl:1])[CH:7]=[CH:6][N:5]=1)=[O:9]. Reactant: [Cl:1][C:2]1[CH:7]=[CH:6][N:5]=[C:4]([C:8](Cl)=[O:9])[CH:3]=1.[CH2:11]([N:13](CC)[CH2:14]C)C.CNC. The catalyst class is: 4. (7) Reactant: C[O:2][C:3](=[O:30])[C:4]1[C:9]([NH:10][C:11]2[C:16]3[CH2:17][C:18]([CH3:21])([CH3:20])[CH2:19][C:15]=3[N:14]=[C:13]([C:22]3[CH:27]=[C:26]([Cl:28])[CH:25]=[CH:24][C:23]=3[F:29])[N:12]=2)=[CH:8][CH:7]=[N:6][CH:5]=1.[OH-].[Na+].Cl. Product: [Cl:28][C:26]1[CH:25]=[CH:24][C:23]([F:29])=[C:22]([C:13]2[N:12]=[C:11]([NH:10][C:9]3[C:4]([C:3]([OH:30])=[O:2])=[CH:5][N:6]=[CH:7][CH:8]=3)[C:16]3[CH2:17][C:18]([CH3:20])([CH3:21])[CH2:19][C:15]=3[N:14]=2)[CH:27]=1. The catalyst class is: 12. (8) Reactant: [CH2:1]([C:4]1[CH:9]=[CH:8][C:7]([S:10](Cl)(=[O:12])=[O:11])=[CH:6][CH:5]=1)[CH2:2][CH3:3].N1C=CC=CC=1.[NH2:20][C:21]1[CH:22]=[C:23]2[C:28](=[CH:29][CH:30]=1)[N:27]=[C:26]([CH3:31])[CH:25]=[N:24]2.C([O-])(O)=O.[Na+]. Product: [CH3:31][C:26]1[CH:25]=[N:24][C:23]2[C:28](=[CH:29][CH:30]=[C:21]([NH:20][S:10]([C:7]3[CH:8]=[CH:9][C:4]([CH2:1][CH2:2][CH3:3])=[CH:5][CH:6]=3)(=[O:12])=[O:11])[CH:22]=2)[N:27]=1. The catalyst class is: 4. (9) Reactant: [C:1]([O:4][C:5]1[C:10]([CH:11]([CH3:13])[CH3:12])=[CH:9][C:8]([OH:14])=[C:7]([CH:15](O)[CH:16]([CH2:19][CH3:20])[CH2:17][CH3:18])[C:6]=1[CH:22]([CH3:24])[CH3:23])(=[O:3])[CH3:2].O.C1(C)C=CC(S(O)(=O)=O)=CC=1.[OH-].[Na+]. Product: [C:1]([O:4][C:5]1[C:10]([CH:11]([CH3:13])[CH3:12])=[CH:9][C:8]2[O:14][C:16]([CH2:19][CH3:20])([CH2:17][CH3:18])[CH2:15][C:7]=2[C:6]=1[CH:22]([CH3:24])[CH3:23])(=[O:3])[CH3:2]. The catalyst class is: 11.